From a dataset of Full USPTO retrosynthesis dataset with 1.9M reactions from patents (1976-2016). Predict the reactants needed to synthesize the given product. (1) Given the product [CH2:3]([N:10]1[CH2:15][CH2:14][CH2:13][N:12]2[C:16](=[O:21])[N:17]=[C:18]([O:31][CH2:30][C:25]3[CH:26]=[CH:27][C:28]([F:29])=[C:23]([F:22])[CH:24]=3)[CH:19]=[C:11]12)[C:4]1[CH:9]=[CH:8][CH:7]=[CH:6][CH:5]=1, predict the reactants needed to synthesize it. The reactants are: [H-].[Na+].[CH2:3]([N:10]1[CH2:15][CH2:14][CH2:13][N:12]2[C:16](=[O:21])[N:17]=[C:18](Cl)[CH:19]=[C:11]12)[C:4]1[CH:9]=[CH:8][CH:7]=[CH:6][CH:5]=1.[F:22][C:23]1[CH:24]=[C:25]([CH2:30][OH:31])[CH:26]=[CH:27][C:28]=1[F:29]. (2) Given the product [CH:25]1([CH2:28][NH:29][C:6](=[O:8])[C:5]2[CH:9]=[CH:10][C:2]([F:1])=[C:3]([NH:11][CH2:12][C:13]3[S:17][C:16]([NH:18][C:19]4[CH:24]=[CH:23][CH:22]=[CH:21][N:20]=4)=[N:15][CH:14]=3)[CH:4]=2)[CH2:27][CH2:26]1, predict the reactants needed to synthesize it. The reactants are: [F:1][C:2]1[CH:10]=[CH:9][C:5]([C:6]([OH:8])=O)=[CH:4][C:3]=1[NH:11][CH2:12][C:13]1[S:17][C:16]([NH:18][C:19]2[CH:24]=[CH:23][CH:22]=[CH:21][N:20]=2)=[N:15][CH:14]=1.[CH:25]1([CH2:28][NH2:29])[CH2:27][CH2:26]1.CN([P+](ON1N=NC2C=CC=CC1=2)(N(C)C)N(C)C)C.F[P-](F)(F)(F)(F)F. (3) Given the product [Br:1][CH2:2][C:3]([OH:10])([C:6]([F:9])([F:8])[F:7])[C:4]([OH:13])=[O:11], predict the reactants needed to synthesize it. The reactants are: [Br:1][CH2:2][C:3]([OH:10])([C:6]([F:9])([F:8])[F:7])[C:4]#N.[OH2:11].S(=O)(=O)(O)[OH:13]. (4) Given the product [CH2:29]([O:28][C:7]1[CH:6]=[C:5]([CH2:4][C:3]([OH:31])=[O:2])[CH:10]=[C:9]([O:11][C:12]2[CH:13]=[C:14]([C:18]3[CH:23]=[CH:22][C:21]([C:24]([F:25])([F:27])[F:26])=[CH:20][CH:19]=3)[CH:15]=[CH:16][CH:17]=2)[CH:8]=1)[CH3:30], predict the reactants needed to synthesize it. The reactants are: C[O:2][C:3](=[O:31])[CH2:4][C:5]1[CH:10]=[C:9]([O:11][C:12]2[CH:13]=[C:14]([C:18]3[CH:23]=[CH:22][C:21]([C:24]([F:27])([F:26])[F:25])=[CH:20][CH:19]=3)[CH:15]=[CH:16][CH:17]=2)[CH:8]=[C:7]([O:28][CH2:29][CH3:30])[CH:6]=1.O1CCCC1.[OH-].[Li+].Cl. (5) Given the product [CH2:1]([O:8][C:9]1[C:14]2[CH:15]=[C:16]([C:18]3[N:29]=[C:27]4[N:26]([CH:19]=3)[N:25]=[C:24]([Br:23])[S:28]4)[O:17][C:13]=2[CH:12]=[C:11]([Cl:22])[CH:10]=1)[C:2]1[CH:7]=[CH:6][CH:5]=[CH:4][CH:3]=1, predict the reactants needed to synthesize it. The reactants are: [CH2:1]([O:8][C:9]1[C:14]2[CH:15]=[C:16]([C:18](=O)[CH2:19]Br)[O:17][C:13]=2[CH:12]=[C:11]([Cl:22])[CH:10]=1)[C:2]1[CH:7]=[CH:6][CH:5]=[CH:4][CH:3]=1.[Br:23][C:24]1[S:28][C:27]([NH2:29])=[N:26][N:25]=1.CC(O)C. (6) The reactants are: [Cl:1][C:2]1[N:11]=[C:10](Cl)[C:9]2[C:4](=[CH:5][CH:6]=[C:7]([Cl:13])[CH:8]=2)[N:3]=1.[NH2:14][CH2:15][C:16]([NH:18][C@H:19]1[CH2:24][CH2:23][C@@H:22]([N:25]([CH2:29][CH3:30])[CH:26]([CH3:28])[CH3:27])[CH2:21][C@H:20]1[CH2:31][O:32][CH3:33])=[O:17].C(N(C(C)C)CC)(C)C. Given the product [Cl:1][C:2]1[N:11]=[C:10]([NH:14][CH2:15][C:16]([NH:18][C@H:19]2[CH2:24][CH2:23][C@@H:22]([N:25]([CH2:29][CH3:30])[CH:26]([CH3:28])[CH3:27])[CH2:21][C@H:20]2[CH2:31][O:32][CH3:33])=[O:17])[C:9]2[C:4](=[CH:5][CH:6]=[C:7]([Cl:13])[CH:8]=2)[N:3]=1, predict the reactants needed to synthesize it.